Dataset: Reaction yield outcomes from USPTO patents with 853,638 reactions. Task: Predict the reaction yield, written as a fraction of the theoretical maximum amount of product (1.0 means a 100% yield; for example, 0.34 means a 34% yield). The reactants are C(OC(=O)[NH:7][C@H:8]1[CH2:13][CH2:12][C@@H:11]([NH:14][C:15]2[CH:20]=[C:19]([CH3:21])[N:18]=[C:17]([N:22]([CH3:24])[CH3:23])[N:16]=2)[CH2:10][CH2:9]1)(C)(C)C.C(O)(C(F)(F)F)=O. The catalyst is C(Cl)Cl. The product is [CH3:23][N:22]([CH3:24])[C:17]1[N:16]=[C:15]([NH:14][C@@H:11]2[CH2:12][CH2:13][C@H:8]([NH2:7])[CH2:9][CH2:10]2)[CH:20]=[C:19]([CH3:21])[N:18]=1. The yield is 0.830.